From a dataset of NCI-60 drug combinations with 297,098 pairs across 59 cell lines. Regression. Given two drug SMILES strings and cell line genomic features, predict the synergy score measuring deviation from expected non-interaction effect. (1) Drug 2: CCCCC(=O)OCC(=O)C1(CC(C2=C(C1)C(=C3C(=C2O)C(=O)C4=C(C3=O)C=CC=C4OC)O)OC5CC(C(C(O5)C)O)NC(=O)C(F)(F)F)O. Synergy scores: CSS=65.4, Synergy_ZIP=-1.39, Synergy_Bliss=-0.777, Synergy_Loewe=-21.1, Synergy_HSA=0.920. Cell line: UACC-257. Drug 1: C1CC(C1)(C(=O)O)C(=O)O.[NH2-].[NH2-].[Pt+2]. (2) Cell line: NCI-H460. Drug 2: CN(C(=O)NC(C=O)C(C(C(CO)O)O)O)N=O. Drug 1: C(=O)(N)NO. Synergy scores: CSS=-0.822, Synergy_ZIP=1.90, Synergy_Bliss=1.40, Synergy_Loewe=-0.719, Synergy_HSA=-1.02.